The task is: Predict the product of the given reaction.. This data is from Forward reaction prediction with 1.9M reactions from USPTO patents (1976-2016). (1) Given the reactants [O:1]=[C:2]1[NH:7][N:6]=[C:5]([N:8]2[C:16]3[C:11](=[CH:12][CH:13]=[CH:14][CH:15]=3)[CH2:10][C@H:9]2[C:17]([O:19][CH3:20])=[O:18])[CH:4]=[CH:3]1.[CH2:21](Br)[C:22]1[CH:27]=[CH:26][CH:25]=[CH:24][CH:23]=1.C(=O)([O-])[O-].[K+].[K+], predict the reaction product. The product is: [CH2:21]([N:7]1[C:2](=[O:1])[CH:3]=[CH:4][C:5]([N:8]2[C:16]3[C:11](=[CH:12][CH:13]=[CH:14][CH:15]=3)[CH2:10][C@H:9]2[C:17]([O:19][CH3:20])=[O:18])=[N:6]1)[C:22]1[CH:27]=[CH:26][CH:25]=[CH:24][CH:23]=1. (2) Given the reactants C([O-])([O-])=O.[K+].[K+].[OH:7][C:8]1[C:9]([C:14]([O:16]C2C(F)=C(F)C(F)=C(F)C=2F)=O)=[N:10][CH:11]=[CH:12][CH:13]=1.[F:28][C:29]([F:42])([F:41])[O:30][C:31]1[CH:32]=[C:33]([CH2:37][C:38](Cl)=[O:39])[CH:34]=[CH:35][CH:36]=1, predict the reaction product. The product is: [OH:16][C:14]1[C:9]2=[N:10][CH:11]=[CH:12][CH:13]=[C:8]2[O:7][C:38](=[O:39])[C:37]=1[C:33]1[CH:34]=[CH:35][CH:36]=[C:31]([O:30][C:29]([F:28])([F:41])[F:42])[CH:32]=1. (3) The product is: [OH:30][CH2:31][CH2:32][O:33][C:34]1[C:41]([CH3:42])=[CH:40][C:37]([C:38]2[N:6]([C:7]3[CH:8]=[CH:9][C:10]([N:13]4[CH2:14][CH2:15][O:16][CH2:17][CH2:18]4)=[CH:11][CH:12]=3)[C:4](=[O:5])[C:3]3[C:2](=[CH:22][CH:21]=[CH:20][CH:19]=3)[N:1]=2)=[CH:36][C:35]=1[CH3:43]. Given the reactants [NH2:1][C:2]1[CH:22]=[CH:21][CH:20]=[CH:19][C:3]=1[C:4]([NH:6][C:7]1[CH:12]=[CH:11][C:10]([N:13]2[CH2:18][CH2:17][O:16][CH2:15][CH2:14]2)=[CH:9][CH:8]=1)=[O:5].[Si]([O:30][CH2:31][CH2:32][O:33][C:34]1[C:41]([CH3:42])=[CH:40][C:37]([CH:38]=O)=[CH:36][C:35]=1[CH3:43])(C(C)(C)C)(C)C.OS([O-])=O.[Na+].CC1C=CC(S(O)(=O)=O)=CC=1, predict the reaction product. (4) Given the reactants C[O:2][C:3]([C:5]1[CH:10]=[CH:9][C:8]([CH:11]2[CH2:15][CH2:14][CH2:13][O:12]2)=[C:7]([C:16]2[CH:21]=[CH:20][CH:19]=[C:18]([Cl:22])[CH:17]=2)[N:6]=1)=[O:4].O.[OH-].[Li+], predict the reaction product. The product is: [Cl:22][C:18]1[CH:17]=[C:16]([C:7]2[N:6]=[C:5]([C:3]([OH:4])=[O:2])[CH:10]=[CH:9][C:8]=2[CH:11]2[CH2:15][CH2:14][CH2:13][O:12]2)[CH:21]=[CH:20][CH:19]=1. (5) Given the reactants [CH:1]1([C:4]2[N:9]=[C:8]3[N:10]([C:18]4[CH:23]=[CH:22][CH:21]=[C:20]([C:24]#[C:25][C@:26]5([OH:33])[CH2:30][CH2:29][N:28]([CH3:31])[C:27]5=[O:32])[CH:19]=4)[N:11]=[C:12]([C:13]([O:15]CC)=O)[C:7]3=[CH:6][N:5]=2)[CH2:3][CH2:2]1.[NH3:34], predict the reaction product. The product is: [CH:1]1([C:4]2[N:9]=[C:8]3[N:10]([C:18]4[CH:23]=[CH:22][CH:21]=[C:20]([C:24]#[C:25][C@:26]5([OH:33])[CH2:30][CH2:29][N:28]([CH3:31])[C:27]5=[O:32])[CH:19]=4)[N:11]=[C:12]([C:13]([NH2:34])=[O:15])[C:7]3=[CH:6][N:5]=2)[CH2:2][CH2:3]1. (6) Given the reactants [CH:1]1[C:11]2[C:10]3[CH:12]=[CH:13][CH:14]=[CH:15][C:9]=3[NH:8][C:7]3[CH:16]=[CH:17][CH:18]=[CH:19][C:6]=3[C:5]=2[CH:4]=[CH:3][CH:2]=1.[Br:20][C:21]1[CH:26]=[CH:25][C:24](Br)=[CH:23][CH:22]=1.[OH-].[K+], predict the reaction product. The product is: [Br:20][C:21]1[CH:26]=[CH:25][C:24]([N:8]2[C:9]3[CH:15]=[CH:14][CH:13]=[CH:12][C:10]=3[C:11]3[CH:1]=[CH:2][CH:3]=[CH:4][C:5]=3[C:6]3[CH:19]=[CH:18][CH:17]=[CH:16][C:7]2=3)=[CH:23][CH:22]=1. (7) Given the reactants CC(C)(C)C([NH:5][C:6]1[CH:11]=[CH:10][CH:9]=[C:8]([CH2:12][O:13][CH2:14][C:15]([F:18])([F:17])[F:16])[N:7]=1)=O.[OH-].[Na+], predict the reaction product. The product is: [F:18][C:15]([F:16])([F:17])[CH2:14][O:13][CH2:12][C:8]1[N:7]=[C:6]([NH2:5])[CH:11]=[CH:10][CH:9]=1.